Dataset: Peptide-MHC class I binding affinity with 185,985 pairs from IEDB/IMGT. Task: Regression. Given a peptide amino acid sequence and an MHC pseudo amino acid sequence, predict their binding affinity value. This is MHC class I binding data. The binding affinity (normalized) is 0.148. The peptide sequence is RRWIQLGLQK. The MHC is HLA-A31:01 with pseudo-sequence HLA-A31:01.